From a dataset of Forward reaction prediction with 1.9M reactions from USPTO patents (1976-2016). Predict the product of the given reaction. (1) The product is: [ClH:20].[NH2:2][CH2:1][C:3]1[N:4]=[CH:5][C:6]([C:9]2[CH:18]=[CH:17][CH:16]=[C:15]([F:19])[C:10]=2[C:11]([O:13][CH3:14])=[O:12])=[CH:7][N:8]=1. Given the reactants [C:1]([C:3]1[N:8]=[CH:7][C:6]([C:9]2[CH:18]=[CH:17][CH:16]=[C:15]([F:19])[C:10]=2[C:11]([O:13][CH3:14])=[O:12])=[CH:5][N:4]=1)#[N:2].[ClH:20].[H][H], predict the reaction product. (2) Given the reactants Cl.[Cl:2][C:3]1[CH:35]=[CH:34][CH:33]=[C:32]([Cl:36])[C:4]=1[CH2:5][O:6][CH2:7][CH2:8][O:9][CH2:10][CH2:11][CH2:12][CH2:13][CH2:14][CH2:15][NH:16][CH2:17][C@@H:18]([C:20]1[CH:21]=[CH:22][C:23]2[O:28]C(C)(C)[O:26][CH2:25][C:24]=2[CH:31]=1)[OH:19].C(=O)(O)[O-].[Na+].ClCCl, predict the reaction product. The product is: [Cl:2][C:3]1[CH:35]=[CH:34][CH:33]=[C:32]([Cl:36])[C:4]=1[CH2:5][O:6][CH2:7][CH2:8][O:9][CH2:10][CH2:11][CH2:12][CH2:13][CH2:14][CH2:15][NH:16][CH2:17][C@@H:18]([C:20]1[CH:21]=[CH:22][C:23]([OH:28])=[C:24]([CH2:25][OH:26])[CH:31]=1)[OH:19]. (3) Given the reactants [Br:1][C:2]1[CH:3]=[C:4](I)[C:5]([O:8][CH:9]2[CH2:14][CH2:13][O:12][CH2:11][CH2:10]2)=[N:6][CH:7]=1.[CH:16]12[NH:23][CH:20]([CH2:21][CH2:22]1)[CH2:19][O:18][CH2:17]2.CC([O-])(C)C.[Na+].CC1(C)C2C(=C(P(C3C=CC=CC=3)C3C=CC=CC=3)C=CC=2)OC2C(P(C3C=CC=CC=3)C3C=CC=CC=3)=CC=CC1=2, predict the reaction product. The product is: [Br:1][C:2]1[CH:3]=[C:4]([N:23]2[CH:16]3[CH2:22][CH2:21][CH:20]2[CH2:19][O:18][CH2:17]3)[C:5]([O:8][CH:9]2[CH2:14][CH2:13][O:12][CH2:11][CH2:10]2)=[N:6][CH:7]=1. (4) Given the reactants C(O[CH:4]([O:11]CC)[CH2:5][C:6]([O:8][CH2:9][CH3:10])=[O:7])C.[CH:14](OCC)=[O:15].C(O[K])(C)(C)C, predict the reaction product. The product is: [CH2:9]([O:8][C:6](=[O:7])[CH:5]([CH:4]=[O:11])[CH:14]=[O:15])[CH3:10]. (5) Given the reactants C([O:8][CH2:9][CH2:10][CH2:11][CH2:12][CH2:13][CH2:14][CH2:15][CH2:16][CH2:17][CH:18]([N:27]1[CH:31]=[CH:30][N:29]=[CH:28]1)[CH2:19][CH2:20][CH2:21][CH2:22][CH2:23][CH2:24][CH2:25][CH3:26])C1C=CC=CC=1.[H][H], predict the reaction product. The product is: [N:27]1([CH:18]([CH2:19][CH2:20][CH2:21][CH2:22][CH2:23][CH2:24][CH2:25][CH3:26])[CH2:17][CH2:16][CH2:15][CH2:14][CH2:13][CH2:12][CH2:11][CH2:10][CH2:9][OH:8])[CH:31]=[CH:30][N:29]=[CH:28]1. (6) Given the reactants [CH:1]1([N:4]2[C:13]3[C:8](=[CH:9][CH:10]=[C:11]([C:18]4[CH:19]=[C:20]5[C:24](=[CH:25][CH:26]=4)[C@@H:23]([CH3:27])[N:22](C(=O)C(C)(C)C)[CH2:21]5)[C:12]=3[O:14][CH:15]([F:17])[F:16])[C:7](=[O:34])[C:6]([C:35]([O:37]CC)=[O:36])=[CH:5]2)[CH2:3][CH2:2]1.O, predict the reaction product. The product is: [OH2:14].[CH:1]1([N:4]2[C:13]3[C:8](=[CH:9][CH:10]=[C:11]([C:18]4[CH:19]=[C:20]5[C:24](=[CH:25][CH:26]=4)[C@@H:23]([CH3:27])[NH:22][CH2:21]5)[C:12]=3[O:14][CH:15]([F:17])[F:16])[C:7](=[O:34])[C:6]([C:35]([OH:37])=[O:36])=[CH:5]2)[CH2:3][CH2:2]1. (7) The product is: [NH2:1][C:2]1[C:3]2[N:11]=[C:10]([C:12]3[CH:13]=[C:14]([CH:18]=[C:19]([F:21])[CH:20]=3)[C:15]([NH:22][CH2:23][CH2:24][OH:25])=[O:17])[CH:9]=[CH:8][C:4]=2[N:5]=[CH:6][N:7]=1. Given the reactants [NH2:1][C:2]1[C:3]2[N:11]=[C:10]([C:12]3[CH:13]=[C:14]([CH:18]=[C:19]([F:21])[CH:20]=3)[C:15]([OH:17])=O)[CH:9]=[CH:8][C:4]=2[N:5]=[CH:6][N:7]=1.[NH2:22][CH2:23][CH2:24][OH:25].CN(C(ON1N=NC2C=CC=NC1=2)=[N+](C)C)C.F[P-](F)(F)(F)(F)F.CCN(C(C)C)C(C)C, predict the reaction product.